This data is from Catalyst prediction with 721,799 reactions and 888 catalyst types from USPTO. The task is: Predict which catalyst facilitates the given reaction. (1) Reactant: [CH2:1]([C:5]([CH2:10][C:11]1[CH:16]=[CH:15][C:14]([OH:17])=[CH:13][CH:12]=1)([C:8]#[N:9])[C:6]#[N:7])[CH2:2][CH:3]=[CH2:4].[H-].[Na+].[H][H].[F:22][C:23]([F:28])(I)[CH:24]([F:26])[F:25].[Cl-].[NH4+]. Product: [CH2:1]([C:5]([CH2:10][C:11]1[CH:16]=[CH:15][C:14]([O:17][C:24]([F:26])([F:25])[CH:23]([F:28])[F:22])=[CH:13][CH:12]=1)([C:8]#[N:9])[C:6]#[N:7])[CH2:2][CH:3]=[CH2:4]. The catalyst class is: 9. (2) The catalyst class is: 1. Reactant: Br[C:2]1[CH:3]=[C:4]([CH:17]=[CH:18][CH:19]=1)[CH2:5][O:6][CH2:7][CH2:8][O:9][Si:10]([C:13]([CH3:16])([CH3:15])[CH3:14])([CH3:12])[CH3:11].C([Mg]Cl)(C)C.C([Li])CCC.N1(C=O)CC[O:33][CH2:32]C1. Product: [Si:10]([O:9][CH2:8][CH2:7][O:6][CH2:5][C:4]1[CH:3]=[C:2]([CH:19]=[CH:18][CH:17]=1)[CH:32]=[O:33])([C:13]([CH3:16])([CH3:15])[CH3:14])([CH3:12])[CH3:11].